This data is from Full USPTO retrosynthesis dataset with 1.9M reactions from patents (1976-2016). The task is: Predict the reactants needed to synthesize the given product. (1) The reactants are: C(C1N=C2C(N=CN2)=C(N2CC[C@H](NC(=O)C)C2)N=1)(C)(C)C.[C:23]([C:27]1[N:35]=[C:34]2[C:30]([N:31]=[CH:32][NH:33]2)=[C:29](Cl)[N:28]=1)([CH3:26])([CH3:25])[CH3:24].[F:37][C:38]1([F:45])[C:42]([F:44])([F:43])[CH2:41][NH:40][CH2:39]1. Given the product [C:23]([C:27]1[N:35]=[C:34]2[C:30]([N:31]=[CH:32][NH:33]2)=[C:29]([N:40]2[CH2:41][C:42]([F:44])([F:43])[C:38]([F:45])([F:37])[CH2:39]2)[N:28]=1)([CH3:26])([CH3:25])[CH3:24], predict the reactants needed to synthesize it. (2) Given the product [CH:34]1([C:2]2[C:3]([O:10][C@@H:11]3[CH2:16][CH2:15][C@@H:14]([CH3:17])[N:13]([C:18]([C:20]4[CH:25]=[CH:24][CH:23]=[CH:22][C:21]=4[N:26]4[N:30]=[CH:29][CH:28]=[N:27]4)=[O:19])[CH2:12]3)=[N:4][CH:5]=[CH:6][C:7]=2[C:8]#[N:9])[CH2:36][CH2:35]1, predict the reactants needed to synthesize it. The reactants are: Cl[C:2]1[C:3]([O:10][C@@H:11]2[CH2:16][CH2:15][C@@H:14]([CH3:17])[N:13]([C:18]([C:20]3[CH:25]=[CH:24][CH:23]=[CH:22][C:21]=3[N:26]3[N:30]=[CH:29][CH:28]=[N:27]3)=[O:19])[CH2:12]2)=[N:4][CH:5]=[CH:6][C:7]=1[C:8]#[N:9].N#N.[Br-].[CH:34]1([Zn+])[CH2:36][CH2:35]1. (3) Given the product [CH3:9][O:10][CH2:11][CH2:12][O:13][CH2:14][C:15]1[C:16]([C:17]([O:19][C:2]2[CH2:7][CH2:6][CH2:5][C:4](=[O:8])[CH:3]=2)=[O:18])=[CH:20][CH:21]=[C:22]([C:24]([F:27])([F:25])[F:26])[N:23]=1, predict the reactants needed to synthesize it. The reactants are: Cl[C:2]1[CH2:7][CH2:6][CH2:5][C:4](=[O:8])[CH:3]=1.[CH3:9][O:10][CH2:11][CH2:12][O:13][CH2:14][C:15]1[N:23]=[C:22]([C:24]([F:27])([F:26])[F:25])[CH:21]=[CH:20][C:16]=1[C:17]([OH:19])=[O:18].C1(C)C=CC=CC=1.C(N(C(C)C)CC)(C)C. (4) The reactants are: [CH:1]1([N:5]2[CH2:11][CH2:10][CH2:9][NH:8][CH2:7][CH2:6]2)[CH2:4][CH2:3][CH2:2]1.[OH-].[Na+].[Cl:14][C:15]1[CH:23]=[CH:22][C:18]([C:19](Cl)=[O:20])=[CH:17][N:16]=1.Cl. Given the product [ClH:14].[Cl:14][C:15]1[N:16]=[CH:17][C:18]([C:19]([N:8]2[CH2:9][CH2:10][CH2:11][N:5]([CH:1]3[CH2:4][CH2:3][CH2:2]3)[CH2:6][CH2:7]2)=[O:20])=[CH:22][CH:23]=1, predict the reactants needed to synthesize it. (5) The reactants are: [C:1]([O:5][C:6]([NH:8][CH:9]([C:13]1[CH:18]=[CH:17][C:16]([O:19][C:20]([F:23])([F:22])[F:21])=[C:15]([F:24])[CH:14]=1)[C:10]([OH:12])=[O:11])=[O:7])([CH3:4])([CH3:3])[CH3:2].CI.[C:27](=O)([O-])[O-].[K+].[K+].O. Given the product [C:1]([O:5][C:6]([NH:8][CH:9]([C:13]1[CH:18]=[CH:17][C:16]([O:19][C:20]([F:21])([F:22])[F:23])=[C:15]([F:24])[CH:14]=1)[C:10]([O:12][CH3:27])=[O:11])=[O:7])([CH3:4])([CH3:2])[CH3:3], predict the reactants needed to synthesize it. (6) Given the product [CH3:1][N:2]1[CH2:7][CH2:6][N:5]([C:14]2[N:19]3[CH:20]=[C:21]([CH:23]=[O:24])[N:22]=[C:18]3[CH:17]=[CH:16][CH:15]=2)[CH2:4][CH2:3]1, predict the reactants needed to synthesize it. The reactants are: [CH3:1][N:2]1[CH2:7][CH2:6][NH:5][CH2:4][CH2:3]1.C([Li])CCC.Br[C:14]1[N:19]2[CH:20]=[C:21]([CH:23]=[O:24])[N:22]=[C:18]2[CH:17]=[CH:16][CH:15]=1.C(O)(=O)C(O)=O. (7) Given the product [CH:1]1([N:7]2[C:11]3[CH:12]=[CH:13][C:14]([CH2:16][N:44]4[CH2:49][CH2:48][O:47][CH2:46][CH2:45]4)=[CH:15][C:10]=3[N:9]=[C:8]2[NH:18][C:19]2[C:27]3[C:22](=[CH:23][CH:24]=[C:25]([C:28]4[CH:29]=[N:30][CH:31]=[CH:32][C:33]=4[O:34][CH3:35])[CH:26]=3)[N:21]([CH2:36][O:37][CH2:38][CH2:39][Si:40]([CH3:42])([CH3:41])[CH3:43])[N:20]=2)[CH2:6][CH2:5][CH2:4][CH2:3][CH2:2]1, predict the reactants needed to synthesize it. The reactants are: [CH:1]1([N:7]2[C:11]3[CH:12]=[CH:13][C:14]([CH:16]=O)=[CH:15][C:10]=3[N:9]=[C:8]2[NH:18][C:19]2[C:27]3[C:22](=[CH:23][CH:24]=[C:25]([C:28]4[CH:29]=[N:30][CH:31]=[CH:32][C:33]=4[O:34][CH3:35])[CH:26]=3)[N:21]([CH2:36][O:37][CH2:38][CH2:39][Si:40]([CH3:43])([CH3:42])[CH3:41])[N:20]=2)[CH2:6][CH2:5][CH2:4][CH2:3][CH2:2]1.[NH:44]1[CH2:49][CH2:48][O:47][CH2:46][CH2:45]1.C(O)(=O)C.C(O[BH-](OC(=O)C)OC(=O)C)(=O)C.[Na+].